Dataset: Catalyst prediction with 721,799 reactions and 888 catalyst types from USPTO. Task: Predict which catalyst facilitates the given reaction. (1) Reactant: [OH:1][CH:2]([CH3:5])[CH2:3][NH2:4].C[C:7]1([CH3:27])[C:11]([C:12]([OH:14])=O)=[CH:10][NH:9][CH:8]1/[CH:15]=[C:16]1\[C:17](=[O:26])[NH:18][C:19]2[C:24]\1=[CH:23][C:22]([Cl:25])=[CH:21][CH:20]=2.CN(C(O[N:36]1[N:44]=[N:43]C2C=CC=[N:42][C:37]1=2)=[N+](C)C)C.F[P-](F)(F)(F)(F)F.[CH3:52]CN(C(C)C)C(C)C. Product: [Cl:25][C:22]1[CH:23]=[C:24]2[C:19](=[CH:20][CH:21]=1)[NH:18][C:17](=[O:26])/[C:16]/2=[CH:15]\[C:8]1[NH:9][C:10]([CH3:52])=[C:11]([C:12]([NH:4][CH2:3][CH:2]([OH:1])[CH2:5][N:44]2[N:43]=[N:42][CH:37]=[N:36]2)=[O:14])[C:7]=1[CH3:27]. The catalyst class is: 479. (2) Reactant: O(CCSCC1C=CC(C2C=CC=C(C(O)=O)C=2)=CC=1)C1C=CC=CC=1.C([O:29][C:30]([C:32]1[CH:33]=[C:34]([C:38]2[CH:43]=[CH:42][CH:41]=[CH:40][C:39]=2[CH2:44][S:45][CH2:46][CH2:47][O:48][C:49]2[CH:54]=[CH:53][CH:52]=[CH:51][CH:50]=2)[CH:35]=[CH:36][CH:37]=1)=[O:31])C.[OH-].[Li+]. Product: [O:48]([CH2:47][CH2:46][S:45][CH2:44][C:39]1[CH:40]=[CH:41][CH:42]=[CH:43][C:38]=1[C:34]1[CH:35]=[CH:36][CH:37]=[C:32]([C:30]([OH:31])=[O:29])[CH:33]=1)[C:49]1[CH:50]=[CH:51][CH:52]=[CH:53][CH:54]=1. The catalyst class is: 1. (3) Reactant: [CH3:1][C:2]1[CH:11]=[CH:10][C:9]2[N:8]=[CH:7][C:6]3[NH:12][C:13](=[O:26])[N:14]([C:15]4[CH:20]=[CH:19][C:18]([C:21]([CH3:25])([CH3:24])[C:22]#[N:23])=[CH:17][CH:16]=4)[C:5]=3[C:4]=2[CH:3]=1.C([O-])(=O)C.[Na+].[C:32](O[C:32](=[O:36])/[CH:33]=[CH:34]/[CH3:35])(=[O:36])/[CH:33]=[CH:34]/[CH3:35]. Product: [C:32]([N:12]1[C:6]2[CH:7]=[N:8][C:9]3[CH:10]=[CH:11][C:2]([CH3:1])=[CH:3][C:4]=3[C:5]=2[N:14]([C:15]2[CH:16]=[CH:17][C:18]([C:21]([CH3:24])([CH3:25])[C:22]#[N:23])=[CH:19][CH:20]=2)[C:13]1=[O:26])(=[O:36])/[CH:33]=[CH:34]/[CH3:35]. The catalyst class is: 22. (4) Reactant: [OH:1][C:2]([C:5]1[CH:6]=[C:7]2[C:12](=[CH:13][CH:14]=1)[CH:11]=[C:10]([C:15]([OH:17])=O)[CH:9]=[CH:8]2)([CH3:4])[CH3:3].Cl.Cl.[CH3:20][N:21]1[C:25]([CH3:26])=[C:24]([C@H:27]([NH2:29])[CH3:28])[CH:23]=[N:22]1.CN(C(ON1N=NC2C=CC=CC1=2)=[N+](C)C)C.F[P-](F)(F)(F)(F)F.C(N(CC)CC)C. Product: [CH3:20][N:21]1[C:25]([CH3:26])=[C:24]([CH:27]([NH:29][C:15]([C:10]2[CH:9]=[CH:8][C:7]3[C:12](=[CH:13][CH:14]=[C:5]([C:2]([OH:1])([CH3:3])[CH3:4])[CH:6]=3)[CH:11]=2)=[O:17])[CH3:28])[CH:23]=[N:22]1. The catalyst class is: 3.